Dataset: Forward reaction prediction with 1.9M reactions from USPTO patents (1976-2016). Task: Predict the product of the given reaction. (1) Given the reactants Br[C:2]1[C:15]2[C:16]3=[C:17]4[C:12](=[CH:13][CH:14]=2)[CH:11]=[CH:10][C:9](Br)=[C:8]4[CH:7]=[CH:6][C:5]3=[CH:4][CH:3]=1.[CH2:19](B(O)O)[CH:20]([CH3:22])[CH3:21].O.[O-]P([O-])([O-])=O.[K+].[K+].[K+], predict the reaction product. The product is: [CH2:19]([C:2]1[C:15]2[C:16]3=[C:17]4[C:12](=[CH:13][CH:14]=2)[CH:11]=[CH:10][C:9]([CH2:4][CH:5]([CH3:16])[CH3:6])=[C:8]4[CH:7]=[CH:6][C:5]3=[CH:4][CH:3]=1)[CH:20]([CH3:22])[CH3:21]. (2) Given the reactants [CH2:1]1[CH2:6][CH2:5][CH2:4][CH2:3][CH2:2]1.[OH:7]N1C(=O)[C:11]2=[CH:14][CH:15]=[CH:16][CH:17]=[C:10]2C1=O.[O:19]=[O:20], predict the reaction product. The product is: [C:1]1(=[O:7])[CH2:6][CH2:5][CH2:4][CH2:3][CH2:2]1.[CH:10]1([OH:19])[CH2:11][CH2:14][CH2:15][CH2:16][CH2:17]1.[CH:1]1([O:19][OH:20])[CH2:6][CH2:5][CH2:4][CH2:3][CH2:2]1. (3) Given the reactants [N:1]1([C:6]2[CH:18]=[CH:17][C:16]3[C:15]4[C:10](=[CH:11][CH:12]=[CH:13][CH:14]=4)[NH:9][C:8]=3[CH:7]=2)[CH:5]=[CH:4][CH:3]=[N:2]1.Br[C:20]1[CH:32]=[CH:31][C:30]2[C:29]3[C:24](=[CH:25][CH:26]=[CH:27][CH:28]=3)[N:23]([C:33]3[CH:38]=[CH:37][CH:36]=[CH:35][N:34]=3)[C:22]=2[CH:21]=1.CC([O-])(C)C.[Na+], predict the reaction product. The product is: [N:1]1([C:6]2[CH:18]=[CH:17][C:16]3[C:15]4[C:10](=[CH:11][CH:12]=[CH:13][CH:14]=4)[N:9]([C:20]4[CH:32]=[CH:31][C:30]5[C:29]6[C:24](=[CH:25][CH:26]=[CH:27][CH:28]=6)[N:23]([C:33]6[CH:38]=[CH:37][CH:36]=[CH:35][N:34]=6)[C:22]=5[CH:21]=4)[C:8]=3[CH:7]=2)[CH:5]=[CH:4][CH:3]=[N:2]1. (4) Given the reactants [CH3:1][N:2]([CH3:13])[C:3]1[CH:4]=[C:5]2[C:9](=[CH:10][CH:11]=1)[C:8](=[O:12])[NH:7][CH2:6]2.[Br:14][C:15]1[C:16]([CH3:36])=[C:17](NCC2C=C(C(C)(C)C)SC=2C(OC)=O)[CH:18]=[CH:19][CH:20]=1.[C:37](=[O:40])([O-])[O-:38].[Cs+].[Cs+].[CH3:43]NCCNC, predict the reaction product. The product is: [C:37]([O:38][CH2:36][C:16]1[C:17]([N:7]2[CH2:6][C:5]3[C:9](=[CH:10][CH:11]=[C:3]([N:2]([CH3:13])[CH3:1])[CH:4]=3)[C:8]2=[O:12])=[CH:18][CH:19]=[CH:20][C:15]=1[Br:14])(=[O:40])[CH3:43]. (5) Given the reactants Br[C:2]1[S:3][C:4]([CH3:16])=[C:5]([C:12]([F:15])([F:14])[F:13])[C:6]=1[C:7]([O:9][CH2:10][CH3:11])=[O:8].[Cl:17][C:18]1[CH:23]=[CH:22][C:21](B(O)O)=[CH:20][CH:19]=1.[O-]P([O-])([O-])=O.[K+].[K+].[K+], predict the reaction product. The product is: [Cl:17][C:18]1[CH:23]=[CH:22][C:21]([C:2]2[S:3][C:4]([CH3:16])=[C:5]([C:12]([F:15])([F:14])[F:13])[C:6]=2[C:7]([O:9][CH2:10][CH3:11])=[O:8])=[CH:20][CH:19]=1. (6) Given the reactants [CH3:1][C@:2]1([C:7]([OH:9])=[O:8])[NH:6][CH2:5][CH2:4][CH2:3]1.[ClH:10].[CH3:11]O, predict the reaction product. The product is: [Cl-:10].[CH3:11][O:8][C:7]([C@:2]1([CH3:1])[CH2:3][CH2:4][CH2:5][NH2+:6]1)=[O:9].